From a dataset of Experimentally validated miRNA-target interactions with 360,000+ pairs, plus equal number of negative samples. Binary Classification. Given a miRNA mature sequence and a target amino acid sequence, predict their likelihood of interaction. (1) The miRNA is hsa-miR-7110-3p with sequence UCUCUCUCCCACUUCCCUGCAG. The protein sequence of the target gene is MLSSIKCVLVGDSAVGKTSLLVRFTSETFPEAYKPTVYENTGVDVFMDGIQISLGLWDTAGNDAFRSIRPLSYQQADVVLMCYSVANHNSFLNLKNKWIGEIRSNLPCTPVLVVATQTDQREMGPHRASCVNAMEGKKLAQDVRAKGYLECSALSNRGVQQVFECAVRTAVNQARRRNRRRLFSINECKIF. Result: 1 (interaction). (2) The miRNA is hsa-miR-4640-5p with sequence UGGGCCAGGGAGCAGCUGGUGGG. The protein sequence of the target gene is MNEENIDGTNGCSKVRTGIQNEAALLALMEKTGYNMVQENGQRKFGGPPPGWEGPPPPRGCEVFVGKIPRDMYEDELVPVFERAGKIYEFRLMMEFSGENRGYAFVMYTTKEEAQLAIRILNNYEIRPGKFIGVCVSLDNCRLFIGAIPKEKKKEEILDEMKKVTEGVVDVIVYPSATDKTKNRGFAFVEYESHRAAAMARRKLIPGTFQLWGHTIQVDWADPEKEVDEETMQRVKVLYVRNLMISTTEETIKAEFNKFKPGAVERVKKLRDYAFVHFFNREDAVAAMSVMNGKCIDGAS.... Result: 0 (no interaction).